Dataset: Experimentally validated miRNA-target interactions with 360,000+ pairs, plus equal number of negative samples. Task: Binary Classification. Given a miRNA mature sequence and a target amino acid sequence, predict their likelihood of interaction. Result: 0 (no interaction). The miRNA is hsa-miR-3193 with sequence UCCUGCGUAGGAUCUGAGGAGU. The protein sequence of the target gene is MEWGPGAGWSRGEAAGVDRGKAGLGLGGRPPPQPPRDERAQQLLDAVEQRQRQLLDTIAACEEMLRQLGRRRPEPAGGGNGSAKSGAPPQPSVSARGGLPKDAGDGASES.